From a dataset of Reaction yield outcomes from USPTO patents with 853,638 reactions. Predict the reaction yield, written as a fraction of the theoretical maximum amount of product (1.0 means a 100% yield; for example, 0.34 means a 34% yield). The reactants are [CH2:1]([N:8]1[CH2:13][CH2:12][CH2:11][CH:10]([C:14](=[N:25][NH2:26])[C:15]2[C:20](Cl)=[CH:19][N:18]=[C:17]3[NH:22][CH:23]=[CH:24][C:16]=23)[CH2:9]1)[C:2]1[CH:7]=[CH:6][CH:5]=[CH:4][CH:3]=1.CC(C)([O-])C.[Na+].CO. The catalyst is CN1C(=O)CCC1.C([O-])(=O)C.[Pd+2].C([O-])(=O)C. The product is [CH2:1]([N:8]1[CH2:13][CH2:12][CH2:11][CH:10]([C:14]2[C:15]3=[C:16]4[CH:24]=[CH:23][NH:22][C:17]4=[N:18][CH:19]=[C:20]3[NH:26][N:25]=2)[CH2:9]1)[C:2]1[CH:7]=[CH:6][CH:5]=[CH:4][CH:3]=1. The yield is 0.190.